This data is from Aqueous solubility values for 9,982 compounds from the AqSolDB database. The task is: Regression/Classification. Given a drug SMILES string, predict its absorption, distribution, metabolism, or excretion properties. Task type varies by dataset: regression for continuous measurements (e.g., permeability, clearance, half-life) or binary classification for categorical outcomes (e.g., BBB penetration, CYP inhibition). For this dataset (solubility_aqsoldb), we predict Y. (1) The drug is OCC(CO)(CBr)CBr. The Y is -1.13 log mol/L. (2) The molecule is NS(=O)(=O)c1nnc(NS(=O)(=O)c2ccc([N+](=O)[O-])cc2[N+](=O)[O-])s1. The Y is -2.91 log mol/L. (3) The compound is CC(C)(C)c1cc(CO)cc(C(C)(C)C)c1O. The Y is -4.01 log mol/L.